From a dataset of Catalyst prediction with 721,799 reactions and 888 catalyst types from USPTO. Predict which catalyst facilitates the given reaction. Reactant: CC(OI1(OC(C)=O)(OC(C)=O)OC(=O)C2C1=CC=CC=2)=O.[OH:23][CH2:24][CH2:25][CH2:26][O:27]/[N:28]=[C:29](/[C:31]1[CH:36]=[CH:35][CH:34]=[C:33]([CH3:37])[N:32]=1)\[CH3:30].C(=O)([O-])O.[Na+].S([O-])([O-])(=O)=S.[Na+].[Na+]. The catalyst class is: 46. Product: [CH3:37][C:33]1[N:32]=[C:31](/[C:29](=[N:28]/[O:27][CH2:26][CH2:25][CH:24]=[O:23])/[CH3:30])[CH:36]=[CH:35][CH:34]=1.